Dataset: Forward reaction prediction with 1.9M reactions from USPTO patents (1976-2016). Task: Predict the product of the given reaction. (1) The product is: [Cl:13][C:14]1[CH:19]=[CH:18][C:17]([C:20]([CH3:29])([CH3:28])[CH2:21][C:22]([CH2:7][C:2]2[CH:3]=[CH:4][CH:5]=[CH:6][N:1]=2)([OH:27])[C:23]([F:25])([F:26])[F:24])=[CH:16][CH:15]=1. Given the reactants [N:1]1[CH:6]=[CH:5][CH:4]=[CH:3][C:2]=1[CH3:7].C([Li])(C)(C)C.[Cl:13][C:14]1[CH:19]=[CH:18][C:17]([C:20]([CH3:29])([CH3:28])[CH2:21][C:22](=[O:27])[C:23]([F:26])([F:25])[F:24])=[CH:16][CH:15]=1, predict the reaction product. (2) The product is: [F:1][C:2]1[CH:7]=[CH:6][C:5]([O:8][C:10]2[C:19]3[C:14](=[C:15]([O:22][CH3:23])[C:16]([O:20][CH3:21])=[CH:17][CH:18]=3)[CH:13]=[C:12]([NH:24][C:25]3[CH:29]=[C:28]([CH3:30])[NH:27][N:26]=3)[N:11]=2)=[CH:4][CH:3]=1. Given the reactants [F:1][C:2]1[CH:7]=[CH:6][C:5]([OH:8])=[CH:4][CH:3]=1.Cl[C:10]1[C:19]2[C:14](=[C:15]([O:22][CH3:23])[C:16]([O:20][CH3:21])=[CH:17][CH:18]=2)[CH:13]=[C:12]([NH:24][C:25]2[CH:29]=[C:28]([CH3:30])[NH:27][N:26]=2)[N:11]=1, predict the reaction product.